Dataset: Reaction yield outcomes from USPTO patents with 853,638 reactions. Task: Predict the reaction yield, written as a fraction of the theoretical maximum amount of product (1.0 means a 100% yield; for example, 0.34 means a 34% yield). (1) The reactants are [C:1](Cl)([CH3:3])=[O:2].[F:5][C:6]1[CH:11]=[CH:10][C:9]([C:12]2[O:29][C:15]3[CH:16]=[C:17]([CH:24]4[CH2:28][CH2:27][CH2:26][NH:25]4)[C:18]4[O:22][CH:21]([CH3:23])[CH2:20][C:19]=4[C:14]=3[C:13]=2[C:30]([NH:32][CH3:33])=[O:31])=[CH:8][CH:7]=1.N1C=CC=CC=1. The catalyst is C(Cl)Cl. The product is [C:1]([N:25]1[CH2:26][CH2:27][CH2:28][CH:24]1[C:17]1[C:18]2[O:22][CH:21]([CH3:23])[CH2:20][C:19]=2[C:14]2[C:13]([C:30]([NH:32][CH3:33])=[O:31])=[C:12]([C:9]3[CH:10]=[CH:11][C:6]([F:5])=[CH:7][CH:8]=3)[O:29][C:15]=2[CH:16]=1)(=[O:2])[CH3:3]. The yield is 0.380. (2) The reactants are [CH2:1]([N:4]1[C:12]2[C:7](=[CH:8][CH:9]=[CH:10][CH:11]=2)[C:6]2([CH2:14][CH2:13]2)[C:5]1=[O:15])[CH2:2][CH3:3].[N+:16]([O-])([OH:18])=[O:17]. The catalyst is C(O)(=O)C. The product is [N+:16]([C:9]1[CH:8]=[C:7]2[C:12](=[CH:11][CH:10]=1)[N:4]([CH2:1][CH2:2][CH3:3])[C:5](=[O:15])[C:6]12[CH2:14][CH2:13]1)([O-:18])=[O:17]. The yield is 0.710. (3) The reactants are [N:1]12[CH2:8][CH2:7][C:4]([C:9]([C:17]3[CH:22]=[CH:21][CH:20]=[CH:19][CH:18]=3)([C:11]3[CH:16]=[CH:15][CH:14]=[CH:13][CH:12]=3)[OH:10])([CH2:5][CH2:6]1)[CH2:3][CH2:2]2.[Br:23][CH2:24][CH2:25][CH2:26][O:27][C:28]1[CH:35]=[CH:34][C:31]([C:32]#[N:33])=[CH:30][CH:29]=1. The catalyst is CC#N. The product is [Br-:23].[C:32]([C:31]1[CH:34]=[CH:35][C:28]([O:27][CH2:26][CH2:25][CH2:24][N+:1]23[CH2:6][CH2:5][C:4]([C:9]([OH:10])([C:17]4[CH:22]=[CH:21][CH:20]=[CH:19][CH:18]=4)[C:11]4[CH:12]=[CH:13][CH:14]=[CH:15][CH:16]=4)([CH2:3][CH2:2]2)[CH2:7][CH2:8]3)=[CH:29][CH:30]=1)#[N:33]. The yield is 0.768. (4) The reactants are [F:1][C:2]([F:28])([F:27])[O:3][C:4]1[CH:9]=[CH:8][C:7]([N:10]2[CH:14]=[N:13][C:12]([C:15]3[CH:20]=[CH:19][C:18]([CH:21]4[CH2:23][CH:22]4[C:24](O)=[O:25])=[CH:17][CH:16]=3)=[N:11]2)=[CH:6][CH:5]=1.C(N(CC)CC)C.P([N:52]=[N+:53]=[N-:54])(=O)(OC1C=CC=CC=1)OC1C=CC=CC=1. The catalyst is C1(C)C=CC=CC=1. The product is [F:27][C:2]([F:28])([F:1])[O:3][C:4]1[CH:5]=[CH:6][C:7]([N:10]2[CH:14]=[N:13][C:12]([C:15]3[CH:20]=[CH:19][C:18]([CH:21]4[CH2:23][CH:22]4[C:24]([N:52]=[N+:53]=[N-:54])=[O:25])=[CH:17][CH:16]=3)=[N:11]2)=[CH:8][CH:9]=1. The yield is 0.730. (5) The reactants are C[O:2][C:3]([C:5]1[C:6]2[CH2:7][C:8]([CH3:29])([CH3:28])[CH:9]([C:16]3[CH:21]=[CH:20][CH:19]=[C:18]([N:22]4[CH2:27][CH2:26][O:25][CH2:24][CH2:23]4)[CH:17]=3)[NH:10][C:11]=2[CH:12]=[CH:13][C:14]=1[F:15])=[O:4].[OH-].[Na+].Cl. The catalyst is CO.O1CCCC1.O. The yield is 0.900. The product is [F:15][C:14]1[CH:13]=[CH:12][C:11]2[NH:10][CH:9]([C:16]3[CH:21]=[CH:20][CH:19]=[C:18]([N:22]4[CH2:23][CH2:24][O:25][CH2:26][CH2:27]4)[CH:17]=3)[C:8]([CH3:29])([CH3:28])[CH2:7][C:6]=2[C:5]=1[C:3]([OH:4])=[O:2]. (6) The reactants are [N:1]1([C:10]2[S:14][C:13]([C:15]([O:17]C)=O)=[C:12]([O:19][CH2:20][C:21]3[CH:26]=[CH:25][CH:24]=[CH:23][C:22]=3C)[CH:11]=2)[C:5]2[CH:6]=[CH:7][CH:8]=[CH:9][C:4]=2[N:3]=[CH:2]1.[NH3:28]. No catalyst specified. The product is [N:1]1([C:10]2[S:14][C:13]([C:15]([NH2:28])=[O:17])=[C:12]([O:19][CH2:20][C:21]3[CH:26]=[CH:25][CH:24]=[CH:23][CH:22]=3)[CH:11]=2)[C:5]2[CH:6]=[CH:7][CH:8]=[CH:9][C:4]=2[N:3]=[CH:2]1. The yield is 0.300. (7) The reactants are [C:1]([O:10][CH3:11])(=[O:9])[C:2]1[C:3](=[CH:5][CH:6]=[CH:7][CH:8]=1)[OH:4].Br[CH2:13][CH2:14][O:15][C:16]1[CH:21]=[CH:20][CH:19]=[CH:18][CH:17]=1.C(=O)([O-])[O-].[K+].[K+].O. The catalyst is CN(C)C=O. The product is [O:15]([CH2:14][CH2:13][O:4][C:3]1[CH:5]=[CH:6][CH:7]=[CH:8][C:2]=1[C:1]([O:10][CH3:11])=[O:9])[C:16]1[CH:21]=[CH:20][CH:19]=[CH:18][CH:17]=1. The yield is 0.630. (8) The reactants are [CH:1](=O)[C:2]1[CH:7]=[CH:6][CH:5]=[CH:4][CH:3]=1.[NH2:9][C:10]1[CH:15]=[CH:14][CH:13]=[CH:12][CH:11]=1.[C:16]([N:23]1[CH:27]=[CH:26][CH:25]([CH3:28])[CH2:24]1)([O:18][C:19]([CH3:22])([CH3:21])[CH3:20])=[O:17]. The catalyst is C(S([O-])(=O)=O)(F)(F)F.C(S([O-])(=O)=O)(F)(F)F.C(S([O-])(=O)=O)(F)(F)F.[Dy+3].C(#N)C. The product is [CH3:28][C@:25]12[CH2:26][CH2:27][N:23]([C:16]([O:18][C:19]([CH3:20])([CH3:22])[CH3:21])=[O:17])[C@H:24]1[C:11]1[CH:12]=[CH:13][CH:14]=[CH:15][C:10]=1[NH:9][C@H:1]2[C:2]1[CH:7]=[CH:6][CH:5]=[CH:4][CH:3]=1. The yield is 0.530. (9) The reactants are [H-].[Na+].[I-].[CH3:4][S+](C)(C)=O.[H][H].[CH3:11][O:12][C:13]([N:15]1[C@@H:23]2[C@@H:18]([CH2:19][CH2:20][CH2:21][CH2:22]2)[CH:17]=[C:16]1[C:24]([O:26][CH3:27])=[O:25])=[O:14]. The catalyst is CS(C)=O.C(OCC)(=O)C. The product is [CH3:11][O:12][C:13]([N:15]1[C@@H:23]2[C@@H:18]([CH2:19][CH2:20][CH2:21][CH2:22]2)[CH:17]2[CH2:4][C:16]12[C:24]([O:26][CH3:27])=[O:25])=[O:14]. The yield is 0.400. (10) The reactants are [F:1][C:2]1[CH:7]=[CH:6][C:5]([CH:8]([OH:25])[CH:9]([CH2:15][C:16]2[O:17][C:18]([C:21]([F:24])([F:23])[F:22])=[CH:19][CH:20]=2)[C:10]([O:12]CC)=[O:11])=[CH:4][CH:3]=1.[OH-].[Na+].Cl. The catalyst is CO. The product is [F:1][C:2]1[CH:7]=[CH:6][C:5]([CH:8]([OH:25])[CH:9]([CH2:15][C:16]2[O:17][C:18]([C:21]([F:22])([F:23])[F:24])=[CH:19][CH:20]=2)[C:10]([OH:12])=[O:11])=[CH:4][CH:3]=1. The yield is 0.800.